From a dataset of Full USPTO retrosynthesis dataset with 1.9M reactions from patents (1976-2016). Predict the reactants needed to synthesize the given product. (1) Given the product [CH3:32][C@@H:30]1[O:31][C@H:26]([CH3:25])[CH2:27][N:28]([C:2]2[N:7]=[C:6]([O:8][CH3:9])[N:5]=[C:4]([NH:10][C:11]3[CH:16]=[CH:15][C:14]([N:17]4[CH:21]=[C:20]([CH3:22])[N:19]=[CH:18]4)=[C:13]([O:23][CH3:24])[CH:12]=3)[N:3]=2)[CH2:29]1, predict the reactants needed to synthesize it. The reactants are: Cl[C:2]1[N:7]=[C:6]([O:8][CH3:9])[N:5]=[C:4]([NH:10][C:11]2[CH:16]=[CH:15][C:14]([N:17]3[CH:21]=[C:20]([CH3:22])[N:19]=[CH:18]3)=[C:13]([O:23][CH3:24])[CH:12]=2)[N:3]=1.[CH3:25][C@H:26]1[O:31][C@@H:30]([CH3:32])[CH2:29][NH:28][CH2:27]1. (2) Given the product [F:1][C:2]1[CH:3]=[C:4]([C:13]([OH:15])=[O:14])[C:5](=[O:12])[N:6]([CH:9]([CH3:11])[CH3:10])[C:7]=1[CH3:8], predict the reactants needed to synthesize it. The reactants are: [F:1][C:2]1[CH:3]=[C:4]([C:13]([O:15]CC)=[O:14])[C:5](=[O:12])[N:6]([CH:9]([CH3:11])[CH3:10])[C:7]=1[CH3:8].ClC1C=C(C(OCC)=O)C(=O)N(C(C)C)C=1C. (3) Given the product [C:1]([NH2:9])(=[O:7])[CH2:2][CH2:3][C:28]([NH2:26])=[O:29].[CH3:17][C@H:16]([NH2:15])[CH2:18][C:19]1[CH:20]=[CH:21][CH:22]=[CH:23][CH:24]=1, predict the reactants needed to synthesize it. The reactants are: [C:1]1(=[O:7])OC(=O)[CH2:3][CH2:2]1.C[N:9]1CCOCC1.[NH2:15][CH:16]([CH2:18][C:19]1[CH:24]=[CH:23][CH:22]=[CH:21][CH:20]=1)[CH3:17].C[N:26]([CH:28]=[O:29])C. (4) Given the product [Br:27][C:4]1[S:3][C:2]([CH3:1])=[C:6]([CH:7]2[CH2:8][CH2:9][N:10]([C:13]([O:15][C:16]([CH3:19])([CH3:18])[CH3:17])=[O:14])[CH2:11][CH2:12]2)[CH:5]=1, predict the reactants needed to synthesize it. The reactants are: [CH3:1][C:2]1[S:3][CH:4]=[CH:5][C:6]=1[CH:7]1[CH2:12][CH2:11][N:10]([C:13]([O:15][C:16]([CH3:19])([CH3:18])[CH3:17])=[O:14])[CH2:9][CH2:8]1.C1C(=O)N([Br:27])C(=O)C1. (5) Given the product [CH3:1][O:2][C:3]1[CH:8]=[CH:7][C:6]([C@@:9]23[C:18](=[O:19])[CH2:17][CH2:16][CH2:15][C@H:14]2[C@H:13]([CH3:20])[C:12]2([O:21][CH2:22][CH2:23][O:24]2)[CH2:11][CH2:10]3)=[CH:5][CH:4]=1, predict the reactants needed to synthesize it. The reactants are: [CH3:1][O:2][C:3]1[CH:8]=[CH:7][C:6]([C@@:9]23[C@@H:18]([OH:19])[CH2:17][CH2:16][CH2:15][C@H:14]2[C@H:13]([CH3:20])[C:12]2([O:24][CH2:23][CH2:22][O:21]2)[CH2:11][CH2:10]3)=[CH:5][CH:4]=1.[Cr](O[Cr]([O-])(=O)=O)([O-])(=O)=O.[NH+]1C=CC=CC=1.[NH+]1C=CC=CC=1.S([O-])([O-])(=O)=O.[Mg+2]. (6) The reactants are: [C:1]1([C:9]2[CH:14]=[CH:13][CH:12]=[CH:11][CH:10]=2)[CH:6]=[CH:5][C:4]([CH2:7][NH2:8])=[CH:3][CH:2]=1.[CH3:15][O:16][C:17]1[CH:24]=[CH:23][CH:22]=[C:21]([O:25][CH3:26])[C:18]=1[CH:19]=O. Given the product [C:1]1([C:9]2[CH:10]=[CH:11][CH:12]=[CH:13][CH:14]=2)[CH:2]=[CH:3][C:4]([CH2:7][N:8]2[CH:19]([C:18]3[C:17]([O:16][CH3:15])=[CH:24][CH:23]=[CH:22][C:21]=3[O:25][CH3:26])[CH2:22][CH2:21][CH2:18][C:17]2=[O:16])=[CH:5][CH:6]=1, predict the reactants needed to synthesize it. (7) Given the product [Cl:1][C:2]1[CH:24]=[CH:23][CH:22]=[C:21]([Cl:25])[C:3]=1[CH2:4][CH:5]1[CH2:9][CH2:8][N:7]([CH:10]2[CH2:11][CH2:12][C:13](=[O:14])[CH2:18][CH2:19]2)[C:6]1=[O:20], predict the reactants needed to synthesize it. The reactants are: [Cl:1][C:2]1[CH:24]=[CH:23][CH:22]=[C:21]([Cl:25])[C:3]=1[CH2:4][CH:5]1[CH2:9][CH2:8][N:7]([CH:10]2[CH2:19][CH2:18][C:13]3(OCC[O:14]3)[CH2:12][CH2:11]2)[C:6]1=[O:20].Cl.C(=O)([O-])O.[Na+]. (8) Given the product [F:1][C:2]1[CH:3]=[C:4]2[C:9](=[CH:10][CH:11]=1)[N:8]=[C:7]([C:12]1[CH:13]=[C:14]([O:22][CH3:23])[C:15]([O:20][CH3:21])=[C:16]([O:18][CH3:19])[CH:17]=1)[N:6]=[C:5]2[C:24]([N:35]1[CH2:34][CH2:33][C:32]2[C:37](=[CH:38][CH:39]=[C:30]([O:29][CH3:28])[CH:31]=2)[CH2:36]1)=[O:25], predict the reactants needed to synthesize it. The reactants are: [F:1][C:2]1[CH:3]=[C:4]2[C:9](=[CH:10][CH:11]=1)[N:8]=[C:7]([C:12]1[CH:17]=[C:16]([O:18][CH3:19])[C:15]([O:20][CH3:21])=[C:14]([O:22][CH3:23])[CH:13]=1)[N:6]=[C:5]2[C:24](O)=[O:25].Cl.[CH3:28][O:29][C:30]1[CH:31]=[C:32]2[C:37](=[CH:38][CH:39]=1)[CH2:36][NH:35][CH2:34][CH2:33]2.